This data is from Full USPTO retrosynthesis dataset with 1.9M reactions from patents (1976-2016). The task is: Predict the reactants needed to synthesize the given product. (1) Given the product [Cl:40][C:32]1[C:33]([C:37]([NH2:39])=[O:38])=[N:34][CH:35]=[CH:36][C:31]=1[O:30][C:29]1[CH:41]=[CH:42][C:26]([NH:25][C:15]([C:10]2[C:9](=[O:18])[N:8]([C:5]3[CH:4]=[CH:3][C:2]([F:1])=[CH:7][CH:6]=3)[CH:13]=[CH:12][C:11]=2[I:14])=[O:17])=[CH:27][C:28]=1[F:43], predict the reactants needed to synthesize it. The reactants are: [F:1][C:2]1[CH:7]=[CH:6][C:5]([N:8]2[CH:13]=[CH:12][C:11]([I:14])=[C:10]([C:15]([OH:17])=O)[C:9]2=[O:18])=[CH:4][CH:3]=1.C(Cl)(=O)C(Cl)=O.[NH2:25][C:26]1[CH:42]=[CH:41][C:29]([O:30][C:31]2[CH:36]=[CH:35][N:34]=[C:33]([C:37]([NH2:39])=[O:38])[C:32]=2[Cl:40])=[C:28]([F:43])[CH:27]=1.N1C=CC=CC=1. (2) Given the product [CH3:1][O:2][C:3]1[CH:4]=[C:5]2[C:10]([C@@:9]3([CH3:13])[C:8]([CH2:7][CH2:6]2)=[CH:4][C:3](=[O:2])[CH2:12][C@@H:11]3[CH2:10][CH2:9][CH3:8])=[CH:11][CH:12]=1, predict the reactants needed to synthesize it. The reactants are: [CH3:1][O:2][C:3]1[CH:4]=[C:5]2[C:10](=[CH:11][CH:12]=1)[CH:9]([CH3:13])[C:8](=O)[CH2:7][CH2:6]2. (3) Given the product [CH3:8][C:3]1[C:2]([C:22]2[CH:23]=[C:24]3[C:19](=[C:20]([C:34]([NH2:36])=[O:35])[CH:21]=2)[NH:18][CH:17]=[C:16]3[CH:13]2[CH2:12][CH2:11][S:10](=[O:9])(=[O:37])[CH2:15][CH2:14]2)=[C:6]([CH3:7])[NH:5][N:4]=1, predict the reactants needed to synthesize it. The reactants are: Br[C:2]1[C:3]([CH3:8])=[N:4][NH:5][C:6]=1[CH3:7].[O:9]=[S:10]1(=[O:37])[CH2:15][CH2:14][CH:13]([C:16]2[C:24]3[C:19](=[C:20]([C:34]([NH2:36])=[O:35])[CH:21]=[C:22](B4OC(C)(C)C(C)(C)O4)[CH:23]=3)[NH:18][CH:17]=2)[CH2:12][CH2:11]1.C([O-])([O-])=O.[K+].[K+]. (4) Given the product [Br:24][C:20]1[N:19]=[C:18]([CH2:17][N:8]2[C:9]3[C:14](=[CH:13][CH:12]=[CH:11][CH:10]=3)[C:15](=[O:16])[C:6]([C:4]([C:27]3[CH:32]=[C:31]([CH3:33])[C:30]([CH3:34])=[CH:29][N:28]=3)=[O:5])=[CH:7]2)[CH:23]=[CH:22][CH:21]=1, predict the reactants needed to synthesize it. The reactants are: CON(C)[C:4]([C:6]1[C:15](=[O:16])[C:14]2[C:9](=[CH:10][CH:11]=[CH:12][CH:13]=2)[N:8]([CH2:17][C:18]2[CH:23]=[CH:22][CH:21]=[C:20]([Br:24])[N:19]=2)[CH:7]=1)=[O:5].I[C:27]1[CH:32]=[C:31]([CH3:33])[C:30]([CH3:34])=[CH:29][N:28]=1.C([Mg]Cl)(C)C. (5) Given the product [F:11][C:12]1[CH:17]=[CH:16][C:15]([C@:7]2([OH:8])[O:6][CH2:5][C:4]([CH3:10])([CH3:9])[NH:3][C@H:2]2[CH3:1])=[CH:14][CH:13]=1, predict the reactants needed to synthesize it. The reactants are: [CH3:1][C@H:2]1[C:7](=[O:8])[O:6][CH2:5][C:4]([CH3:10])([CH3:9])[NH:3]1.[F:11][C:12]1[CH:17]=[CH:16][C:15]([Mg]Br)=[CH:14][CH:13]=1.[NH4+].[Cl-].CCOC(C)=O. (6) Given the product [CH2:19]([O:11][CH:8]([CH2:9][O:10][CH2:19][CH2:20][CH2:21][CH2:22][CH2:23][CH2:24][CH2:25][CH2:26]/[CH:27]=[CH:28]\[CH2:29]/[CH:30]=[CH:31]\[CH2:32][CH2:33][CH2:34][CH2:35][CH3:36])[CH2:7][N:1]1[CH2:6][CH2:5][CH2:4][CH2:3][CH2:2]1)[CH2:20][CH2:21][CH2:22][CH2:23][CH2:24][CH2:25][CH2:26]/[CH:27]=[CH:28]\[CH2:29]/[CH:30]=[CH:31]\[CH2:32][CH2:33][CH2:34][CH2:35][CH3:36], predict the reactants needed to synthesize it. The reactants are: [N:1]1([CH2:7][CH:8]([OH:11])[CH2:9][OH:10])[CH2:6][CH2:5][CH2:4][CH2:3][CH2:2]1.[H-].[Na+].CS(O[CH2:19][CH2:20][CH2:21][CH2:22][CH2:23][CH2:24][CH2:25][CH2:26]/[CH:27]=[CH:28]\[CH2:29]/[CH:30]=[CH:31]\[CH2:32][CH2:33][CH2:34][CH2:35][CH3:36])(=O)=O. (7) Given the product [C:1]1([S:7]([N:10]2[CH:11]=[CH:12][C:13]([CH2:20][C:19]3[CH:23]=[CH:24][C:16]([F:15])=[CH:17][CH:18]=3)=[CH:14]2)(=[O:9])=[O:8])[CH:2]=[CH:3][CH:4]=[CH:5][CH:6]=1, predict the reactants needed to synthesize it. The reactants are: [C:1]1([S:7]([N:10]2[CH:14]=[CH:13][CH:12]=[CH:11]2)(=[O:9])=[O:8])[CH:6]=[CH:5][CH:4]=[CH:3][CH:2]=1.[F:15][C:16]1[CH:24]=[CH:23][C:19]([C:20](Cl)=O)=[CH:18][CH:17]=1.[Cl-].[Al+3].[Cl-].[Cl-]. (8) Given the product [F:1][C:2]([F:4])([F:3])[CH:29]([C:28]1[CH:23]=[CH:22][N:17]=[CH:26][CH:27]=1)[OH:32], predict the reactants needed to synthesize it. The reactants are: [F:1][C:2]([Si](C)(C)C)([F:4])[F:3].O.O.O.[F-].C([N+:17]([CH2:26][CH2:27][CH2:28][CH3:29])([CH2:22][CH2:23]CC)CCCC)CCC.Cl.C(=O)(O)[O-:32].[Na+]. (9) Given the product [N+:20]([C:17]1[CH:18]=[CH:19][C:14]([O:3][C:4]2[CH:12]=[CH:11][CH:10]=[C:9]3[C:5]=2[CH:6]=[CH:7][NH:8]3)=[N:15][CH:16]=1)([O-:22])=[O:21], predict the reactants needed to synthesize it. The reactants are: [H-].[Na+].[OH:3][C:4]1[CH:12]=[CH:11][CH:10]=[C:9]2[C:5]=1[CH:6]=[CH:7][NH:8]2.Cl[C:14]1[CH:19]=[CH:18][C:17]([N+:20]([O-:22])=[O:21])=[CH:16][N:15]=1.O.